From a dataset of NCI-60 drug combinations with 297,098 pairs across 59 cell lines. Regression. Given two drug SMILES strings and cell line genomic features, predict the synergy score measuring deviation from expected non-interaction effect. Drug 1: C1CN1P(=S)(N2CC2)N3CC3. Drug 2: C1=NC(=NC(=O)N1C2C(C(C(O2)CO)O)O)N. Cell line: K-562. Synergy scores: CSS=29.5, Synergy_ZIP=-12.9, Synergy_Bliss=-10.9, Synergy_Loewe=-17.8, Synergy_HSA=-7.11.